This data is from Forward reaction prediction with 1.9M reactions from USPTO patents (1976-2016). The task is: Predict the product of the given reaction. (1) Given the reactants [O:1]=[C:2]1[C:7]2[N:8]3[C:14](=[C:15]([C:16]#[N:17])[C:6]=2[N:5]=[CH:4][NH:3]1)[CH2:13][CH2:12][CH2:11][CH2:10][CH2:9]3.Cl.C(O)(=[O:21])C, predict the reaction product. The product is: [O:1]=[C:2]1[C:7]2[N:8]3[C:14](=[C:15]([C:16]([NH2:17])=[O:21])[C:6]=2[N:5]=[CH:4][NH:3]1)[CH2:13][CH2:12][CH2:11][CH2:10][CH2:9]3. (2) Given the reactants [C:1]1([NH:7][C:8](=[O:24])[NH:9][C:10]2[CH:15]=[CH:14][C:13]([C:16]3[CH:20]=[C:19]([C:21](O)=[O:22])[O:18][N:17]=3)=[CH:12][CH:11]=2)[CH:6]=[CH:5][CH:4]=[CH:3][CH:2]=1.Cl.[CH3:26][O:27][C:28](=[O:34])[C@@H:29]([NH2:33])[CH:30]([CH3:32])[CH3:31].[K+].[Br-], predict the reaction product. The product is: [CH3:26][O:27][C:28](=[O:34])[C@@H:29]([NH:33][C:21]([C:19]1[O:18][N:17]=[C:16]([C:13]2[CH:12]=[CH:11][C:10]([NH:9][C:8]([NH:7][C:1]3[CH:6]=[CH:5][CH:4]=[CH:3][CH:2]=3)=[O:24])=[CH:15][CH:14]=2)[CH:20]=1)=[O:22])[CH:30]([CH3:32])[CH3:31]. (3) Given the reactants F[C:2]1[CH:7]=[CH:6][CH:5]=[CH:4][C:3]=1[NH:8][C:9](=[S:35])[NH:10][C:11]1[CH:16]=[CH:15][C:14]([C:17]2[CH:18]=[C:19]3[C:23](=[CH:24][CH:25]=2)[C:22](=[O:26])[N:21]([C@@H:27]([CH:32]([CH3:34])[CH3:33])[C:28]([O:30][CH3:31])=[O:29])[CH2:20]3)=[CH:13][CH:12]=1.NC1C=CC(C2C=C3C(=CC=2)C(=O)N([C@@H](C(C)C)C(OC)=O)C3)=CC=1.[F:61][C:62]([F:73])([F:72])C1C=CC=CC=1N=C=S, predict the reaction product. The product is: [CH3:33][CH:32]([CH3:34])[C@H:27]([N:21]1[CH2:20][C:19]2[C:23](=[CH:24][CH:25]=[C:17]([C:14]3[CH:13]=[CH:12][C:11]([NH:10][C:9]([NH:8][C:3]4[CH:4]=[CH:5][CH:6]=[CH:7][C:2]=4[C:62]([F:73])([F:72])[F:61])=[S:35])=[CH:16][CH:15]=3)[CH:18]=2)[C:22]1=[O:26])[C:28]([O:30][CH3:31])=[O:29]. (4) Given the reactants Cl[C:2]1[C:3]2[CH2:17][CH2:16][CH2:15][C:4]=2[N:5]=[C:6]([C:8]2[CH:13]=[CH:12][CH:11]=[C:10]([Cl:14])[CH:9]=2)[N:7]=1.[NH2:18][C:19]1[CH:24]=[CH:23][C:22]([CH2:25][C@@H:26]([OH:28])[CH3:27])=[CH:21][CH:20]=1, predict the reaction product. The product is: [Cl:14][C:10]1[CH:9]=[C:8]([C:6]2[N:7]=[C:2]([NH:18][C:19]3[CH:20]=[CH:21][C:22]([CH2:25][C@@H:26]([OH:28])[CH3:27])=[CH:23][CH:24]=3)[C:3]3[CH2:17][CH2:16][CH2:15][C:4]=3[N:5]=2)[CH:13]=[CH:12][CH:11]=1. (5) Given the reactants Cl[C:2]1[CH:3]=[C:4]([CH:13]=[CH:14][C:15]=1[Cl:16])[C:5]([NH:7][NH:8][C:9](=[O:12])[CH2:10][Cl:11])=O.P(Cl)(Cl)([Cl:19])=O, predict the reaction product. The product is: [Cl:11][CH2:10][C:9]1[O:12][C:5]([C:4]2[CH:13]=[CH:14][C:15]([Cl:16])=[CH:2][C:3]=2[Cl:19])=[N:7][N:8]=1.